The task is: Predict the product of the given reaction.. This data is from Forward reaction prediction with 1.9M reactions from USPTO patents (1976-2016). (1) Given the reactants Cl[CH:2]1[C:11]2[C:6](=[CH:7][CH:8]=[CH:9][C:10]=2[CH3:12])[O:5][CH2:4][CH2:3]1.[NH2:13][C:14]1[C:15]2[N:16]([C:24]([CH3:28])=[C:25]([CH3:27])[N:26]=2)[CH:17]=[C:18]([C:20]([O:22][CH3:23])=[O:21])[CH:19]=1.[I-].[Na+].C(=O)([O-])[O-].[K+].[K+], predict the reaction product. The product is: [CH3:27][C:25]1[N:26]=[C:15]2[C:14]([NH:13][CH:2]3[C:11]4[C:6](=[CH:7][CH:8]=[CH:9][C:10]=4[CH3:12])[O:5][CH2:4][CH2:3]3)=[CH:19][C:18]([C:20]([O:22][CH3:23])=[O:21])=[CH:17][N:16]2[C:24]=1[CH3:28]. (2) Given the reactants [F:1]C1C=CC(C)=CC=1C(O)=O.F[C:13]1[CH:14]=[C:15]([C:22]([OH:24])=[O:23])[CH:16]=[C:17]([CH:21]=1)[C:18]([OH:20])=[O:19], predict the reaction product. The product is: [F:1][C:14]1[CH:13]=[CH:21][C:17]([C:18]([OH:20])=[O:19])=[CH:16][C:15]=1[C:22]([OH:24])=[O:23]. (3) Given the reactants [Cl:1][C:2]1[N:7]=[N:6][C:5]([NH:8]C(=O)OC(C)(C)C)=[CH:4][C:3]=1[O:16][CH3:17].FC(F)(F)C(O)=O, predict the reaction product. The product is: [Cl:1][C:2]1[N:7]=[N:6][C:5]([NH2:8])=[CH:4][C:3]=1[O:16][CH3:17]. (4) Given the reactants [CH3:1][O:2][CH2:3][O:4][CH2:5][C:6]1[N:11]2[CH:12]=[CH:13][N:14]=[C:10]2[C:9]([C:15]([O:17]C)=O)=[CH:8][CH:7]=1.[Cl:19][C:20]1[C:25]([Cl:26])=[CH:24][CH:23]=[CH:22][C:21]=1[O:27][C@H:28]1[CH2:31][C@H:30]([NH2:32])[CH2:29]1.C1(C2CCCCCCCCC=2)CCCCCCNNN=1, predict the reaction product. The product is: [Cl:19][C:20]1[C:25]([Cl:26])=[CH:24][CH:23]=[CH:22][C:21]=1[O:27][C@H:28]1[CH2:29][C@H:30]([NH:32][C:15]([C:9]2[C:10]3[N:11]([CH:12]=[CH:13][N:14]=3)[C:6]([CH2:5][O:4][CH2:3][O:2][CH3:1])=[CH:7][CH:8]=2)=[O:17])[CH2:31]1.